This data is from Reaction yield outcomes from USPTO patents with 853,638 reactions. The task is: Predict the reaction yield, written as a fraction of the theoretical maximum amount of product (1.0 means a 100% yield; for example, 0.34 means a 34% yield). (1) The product is [F:8][CH:9]([F:12])[CH2:10][O:11][C:14]1[CH:21]=[CH:20][C:17]([CH:18]=[O:19])=[CH:16][CH:15]=1. The yield is 0.770. The reactants are [H-].[Na+].CN(C=O)C.[F:8][CH:9]([F:12])[CH2:10][OH:11].F[C:14]1[CH:21]=[CH:20][C:17]([CH:18]=[O:19])=[CH:16][CH:15]=1. The catalyst is CCOCC.CCCCCC. (2) The reactants are Br[CH2:2][C:3]([O:5][CH2:6][CH3:7])=[O:4].C=C[C@@H]1[C@@H]2C[C@H]([C@@H](O)C3C4C(=CC=CC=4)N=CC=3)N(CC2)C1.N1C=CC=CC=1.[CH3:36][NH:37][C:38]([C:40]1[CH:49]=[CH:48][C:47]2[C:42](=[CH:43][CH:44]=[C:45]([C:50]([C:52]3[N:53]=[CH:54][N:55]([C:57]([C:70]4[CH:75]=[CH:74][CH:73]=[CH:72][CH:71]=4)([C:64]4[CH:69]=[CH:68][CH:67]=[CH:66][CH:65]=4)[C:58]4[CH:63]=[CH:62][CH:61]=[CH:60][CH:59]=4)[CH:56]=3)=[O:51])[CH:46]=2)[CH:41]=1)=[O:39]. The catalyst is C1COCC1.C(OCC)(=O)C.Cl. The product is [OH:51][C@@:50]([C:45]1[CH:44]=[CH:43][C:42]2[C:47](=[CH:48][CH:49]=[C:40]([C:38]([NH:37][CH3:36])=[O:39])[CH:41]=2)[CH:46]=1)([C:52]1[N:53]=[CH:54][N:55]([C:57]([C:58]2[CH:63]=[CH:62][CH:61]=[CH:60][CH:59]=2)([C:70]2[CH:71]=[CH:72][CH:73]=[CH:74][CH:75]=2)[C:64]2[CH:69]=[CH:68][CH:67]=[CH:66][CH:65]=2)[CH:56]=1)[CH2:2][C:3]([O:5][CH2:6][CH3:7])=[O:4]. The yield is 0.680. (3) The reactants are [F:1][C:2]1[CH:7]=[CH:6][C:5]([C@H:8]([CH3:21])[CH2:9][N:10]2C(=O)C3C(=CC=CC=3)C2=O)=[CH:4][CH:3]=1.O.NN. The catalyst is C1(C)C=CC=CC=1. The product is [F:1][C:2]1[CH:3]=[CH:4][C:5]([C@H:8]([CH3:21])[CH2:9][NH2:10])=[CH:6][CH:7]=1. The yield is 0.990.